From a dataset of Full USPTO retrosynthesis dataset with 1.9M reactions from patents (1976-2016). Predict the reactants needed to synthesize the given product. (1) The reactants are: [Br:1][C:2]1[N:6]2[N:7]=[C:8](Cl)[CH:9]=[CH:10][C:5]2=[N:4][CH:3]=1.[NH:12]1[CH2:17][CH2:16][O:15][CH2:14][CH2:13]1.C(Cl)Cl.CO.[NH4+].[OH-]. Given the product [Br:1][C:2]1[N:6]2[N:7]=[C:8]([N:12]3[CH2:17][CH2:16][O:15][CH2:14][CH2:13]3)[CH:9]=[CH:10][C:5]2=[N:4][CH:3]=1, predict the reactants needed to synthesize it. (2) Given the product [CH:17]([C:2]1[CH:3]=[C:4]([C:8]2([C:11]([O:13][CH2:14][CH3:15])=[O:12])[CH2:10][CH2:9]2)[CH:5]=[CH:6][CH:7]=1)=[O:16], predict the reactants needed to synthesize it. The reactants are: Br[C:2]1[CH:3]=[C:4]([C:8]2([C:11]([O:13][CH2:14][CH3:15])=[O:12])[CH2:10][CH2:9]2)[CH:5]=[CH:6][CH:7]=1.[OH2:16].[CH3:17]CCCC. (3) Given the product [F:21][C:22]1[CH:23]=[CH:24][C:25]([N:28]2[C:32]([C:2]3[CH:3]=[CH:4][C:5]4[N:9]=[CH:8][N:7]([C:10]5[CH:15]=[CH:14][C:13]([S:16]([CH3:19])(=[O:18])=[O:17])=[CH:12][CH:11]=5)[C:6]=4[CH:20]=3)=[CH:31][CH:30]=[N:29]2)=[CH:26][CH:27]=1, predict the reactants needed to synthesize it. The reactants are: Br[C:2]1[CH:3]=[CH:4][C:5]2[N:9]=[CH:8][N:7]([C:10]3[CH:15]=[CH:14][C:13]([S:16]([CH3:19])(=[O:18])=[O:17])=[CH:12][CH:11]=3)[C:6]=2[CH:20]=1.[F:21][C:22]1[CH:27]=[CH:26][C:25]([N:28]2[C:32](B(O)O)=[CH:31][CH:30]=[N:29]2)=[CH:24][CH:23]=1. (4) Given the product [Br:30][C:31]1[C:57]([CH3:58])=[CH:56][C:34]([O:35][C@H:36]2[CH2:53][CH2:54][N:39]([CH:40]3[CH2:45][CH2:44][N:43]([C:46]([O:48][C:49]([CH3:50])([CH3:52])[CH3:51])=[O:47])[CH2:42][CH2:41]3)[C:37]2=[O:38])=[C:33]([F:59])[CH:32]=1, predict the reactants needed to synthesize it. The reactants are: C(P(CCCC)CCCC)CCC.N(C(OC(C)(C)C)=O)=NC(OC(C)(C)C)=O.[Br:30][C:31]1[C:57]([CH3:58])=[CH:56][C:34]([O:35][C@@H:36]([CH2:53][CH2:54]O)[C:37]([NH:39][CH:40]2[CH2:45][CH2:44][N:43]([C:46]([O:48][C:49]([CH3:52])([CH3:51])[CH3:50])=[O:47])[CH2:42][CH2:41]2)=[O:38])=[C:33]([F:59])[CH:32]=1. (5) Given the product [CH3:44][O:43][C@H:31]1[C@@H:30]([N:28]2[CH2:29][C:26]([CH2:25][C:23]#[N:24])([N:1]3[CH:5]=[C:4]([C:6]4[C:7]5[CH:14]=[CH:13][N:12]([CH2:15][O:16][CH2:17][CH2:18][Si:19]([CH3:22])([CH3:21])[CH3:20])[C:8]=5[N:9]=[CH:10][N:11]=4)[CH:3]=[N:2]3)[CH2:27]2)[CH2:35][CH2:34][NH:33][CH2:32]1, predict the reactants needed to synthesize it. The reactants are: [NH:1]1[CH:5]=[C:4]([C:6]2[C:7]3[CH:14]=[CH:13][N:12]([CH2:15][O:16][CH2:17][CH2:18][Si:19]([CH3:22])([CH3:21])[CH3:20])[C:8]=3[N:9]=[CH:10][N:11]=2)[CH:3]=[N:2]1.[C:23]([CH:25]=[C:26]1[CH2:29][N:28]([C@H:30]2[CH2:35][CH2:34][N:33](C(OC(C)(C)C)=O)[CH2:32][C@H:31]2[O:43][CH3:44])[CH2:27]1)#[N:24].N12CCCN=C1CCCCC2.Cl. (6) Given the product [S:8]1[CH:9]=[CH:10][C:6]2[CH:5]=[CH:4][CH:3]=[C:2]([B:11]3[O:15][C:14]([CH3:17])([CH3:16])[C:13]([CH3:19])([CH3:18])[O:12]3)[C:7]1=2, predict the reactants needed to synthesize it. The reactants are: Br[C:2]1[C:7]2[S:8][CH:9]=[CH:10][C:6]=2[CH:5]=[CH:4][CH:3]=1.[B:11]1([B:11]2[O:15][C:14]([CH3:17])([CH3:16])[C:13]([CH3:19])([CH3:18])[O:12]2)[O:15][C:14]([CH3:17])([CH3:16])[C:13]([CH3:19])([CH3:18])[O:12]1.ClCCl.C([O-])(=O)C.[K+]. (7) Given the product [Br:1][C:2]1[CH:15]=[CH:14][C:5]2[N:6]=[C:7]([C@H:9]3[CH2:12][C@@H:11]([N:18]4[CH2:19][CH2:20][CH2:21][C@H:17]4[CH3:16])[CH2:10]3)[S:8][C:4]=2[CH:3]=1, predict the reactants needed to synthesize it. The reactants are: [Br:1][C:2]1[CH:15]=[CH:14][C:5]2[N:6]=[C:7]([CH:9]3[CH2:12][C:11](=O)[CH2:10]3)[S:8][C:4]=2[CH:3]=1.[CH3:16][C@@H:17]1[CH2:21][CH2:20][CH2:19][NH:18]1.N1C=CC=CC=1.B.